From a dataset of Full USPTO retrosynthesis dataset with 1.9M reactions from patents (1976-2016). Predict the reactants needed to synthesize the given product. (1) Given the product [ClH:31].[NH2:18][CH2:17][C:6]1[N:7]([CH2:13][CH:14]([CH3:16])[CH3:15])[C:8](=[O:12])[C:9]2[C:4]([C:5]=1[C:26]1[S:27][CH:28]=[CH:29][CH:30]=1)=[CH:3][C:2]([OH:1])=[CH:11][CH:10]=2, predict the reactants needed to synthesize it. The reactants are: [OH:1][C:2]1[CH:3]=[C:4]2[C:9](=[CH:10][CH:11]=1)[C:8](=[O:12])[N:7]([CH2:13][CH:14]([CH3:16])[CH3:15])[C:6]([CH2:17][NH:18]C(=O)OC(C)(C)C)=[C:5]2[C:26]1[S:27][CH:28]=[CH:29][CH:30]=1.[ClH:31]. (2) Given the product [NH2:42][C:39]1[N:40]=[CH:41][C:36]([C:25]2[N:24]=[C:23]3[C:28]([N:29]=[C:21]([N:17]4[CH2:18][CH2:19][N:20]([C:55](=[O:59])[C@@H:56]([OH:57])[CH3:58])[C@H:15]([CH2:13][CH3:14])[CH2:16]4)[N:22]3[CH2:43][C:44]([F:47])([F:46])[F:45])=[C:27]([N:30]3[CH2:31][CH2:32][O:33][CH2:34][CH2:35]3)[N:26]=2)=[CH:37][N:38]=1, predict the reactants needed to synthesize it. The reactants are: Cl.C(N=C=NCCCN(C)C)C.[CH2:13]([C@H:15]1[NH:20][CH2:19][CH2:18][N:17]([C:21]2[N:22]([CH2:43][C:44]([F:47])([F:46])[F:45])[C:23]3[C:28]([N:29]=2)=[C:27]([N:30]2[CH2:35][CH2:34][O:33][CH2:32][CH2:31]2)[N:26]=[C:25]([C:36]2[CH:37]=[N:38][C:39]([NH2:42])=[N:40][CH:41]=2)[N:24]=3)[CH2:16]1)[CH3:14].C(N(CC)CC)C.[C:55](O)(=[O:59])[C@H:56]([CH3:58])[OH:57].ON1C2C=CC=CC=2N=N1. (3) Given the product [Cl:1][C:2]1[N:3]=[C:4]([N:13]2[CH2:18][CH2:17][O:16][CH2:15][CH2:14]2)[C:5]2[S:10][C:9]([CH2:11][N:27]3[CH2:26][CH2:25][N:24]([S:21]([C:20]([F:30])([F:31])[F:19])(=[O:22])=[O:23])[CH2:29][CH2:28]3)=[CH:8][C:6]=2[N:7]=1, predict the reactants needed to synthesize it. The reactants are: [Cl:1][C:2]1[N:3]=[C:4]([N:13]2[CH2:18][CH2:17][O:16][CH2:15][CH2:14]2)[C:5]2[S:10][C:9]([CH:11]=O)=[CH:8][C:6]=2[N:7]=1.[F:19][C:20]([F:31])([F:30])[S:21]([N:24]1[CH2:29][CH2:28][NH:27][CH2:26][CH2:25]1)(=[O:23])=[O:22]. (4) Given the product [Cl:27][C:28]1[CH:33]=[C:32]([C:2]2[CH:3]=[C:4]3[C:9](=[CH:10][CH:11]=2)[N:8]=[CH:7][C:6]([C:12](=[O:14])[CH3:13])=[C:5]3[NH:15][C@H:16]2[CH2:21][CH2:20][C@H:19]([CH2:22][CH2:23][N:24]([CH3:26])[CH3:25])[CH2:18][CH2:17]2)[CH:31]=[C:30]([Cl:43])[C:29]=1[OH:44], predict the reactants needed to synthesize it. The reactants are: Br[C:2]1[CH:3]=[C:4]2[C:9](=[CH:10][CH:11]=1)[N:8]=[CH:7][C:6]([C:12](=[O:14])[CH3:13])=[C:5]2[NH:15][C@H:16]1[CH2:21][CH2:20][C@H:19]([CH2:22][CH2:23][N:24]([CH3:26])[CH3:25])[CH2:18][CH2:17]1.[Cl:27][C:28]1[CH:33]=[C:32](B2OC(C)(C)C(C)(C)O2)[CH:31]=[C:30]([Cl:43])[C:29]=1[OH:44]. (5) The reactants are: [CH3:1][Si:2]([CH3:36])([CH3:35])[CH2:3][CH2:4][O:5][C:6](=[O:34])[C:7]1[CH:12]=[C:11]([O:13][CH:14]([CH3:16])[CH3:15])[CH:10]=[C:9]([O:17][C:18]2[CH:23]=[CH:22][C:21]([P:24]([O:30]C(C)C)([O:26]C(C)C)=[O:25])=[CH:20][CH:19]=2)[CH:8]=1.C[Si](N[Si](C)(C)C)(C)C.[Si](Br)(C)(C)C. Given the product [CH3:36][Si:2]([CH3:1])([CH3:35])[CH2:3][CH2:4][O:5][C:6](=[O:34])[C:7]1[CH:8]=[C:9]([O:17][C:18]2[CH:19]=[CH:20][C:21]([P:24]([OH:30])([OH:26])=[O:25])=[CH:22][CH:23]=2)[CH:10]=[C:11]([O:13][CH:14]([CH3:15])[CH3:16])[CH:12]=1, predict the reactants needed to synthesize it. (6) Given the product [CH3:37][O:36][CH2:35][CH2:34][N:32]([CH3:33])[CH2:31][CH2:30][O:21][C:17]1[CH:18]=[C:19]2[C:14](=[CH:15][CH:16]=1)[NH:13][C:12]([C:11]1[C:2](=[O:39])[NH:3][C:4]3[C:9]([CH:10]=1)=[CH:8][CH:7]=[CH:6][CH:5]=3)=[CH:20]2, predict the reactants needed to synthesize it. The reactants are: Cl[C:2]1[C:11]([C:12]2[N:13](C(OC(C)(C)C)=O)[C:14]3[C:19]([CH:20]=2)=[CH:18][C:17]([OH:21])=[CH:16][CH:15]=3)=[CH:10][C:9]2[C:4](=[CH:5][CH:6]=[CH:7][CH:8]=2)[N:3]=1.Cl[CH2:30][CH2:31][N:32]([CH2:34][CH2:35][O:36][CH3:37])[CH3:33].C(=O)([O-])[O-:39].[Cs+].[Cs+]. (7) Given the product [Cl:16][C:17]1[C:22]([CH:24]=[O:25])=[N:21][CH:20]=[C:19]([Cl:23])[N:18]=1, predict the reactants needed to synthesize it. The reactants are: C([Li])CCC.CC1(C)CCCC(C)(C)N1.[Cl:16][C:17]1[CH:22]=[N:21][CH:20]=[C:19]([Cl:23])[N:18]=1.[CH:24](OCC)=[O:25]. (8) Given the product [Cl:1][C:2]1[C:3]([O:29][C:21]2[CH:20]=[C:19]([F:18])[C:24]3[B:25]([OH:28])[O:26][CH2:27][C:23]=3[CH:22]=2)=[N:4][C:5]([O:10][CH2:11][CH2:12][O:13][CH:14]([CH3:16])[CH3:15])=[C:6]([CH:9]=1)[C:7]#[N:8], predict the reactants needed to synthesize it. The reactants are: [Cl:1][C:2]1[C:3](Cl)=[N:4][C:5]([O:10][CH2:11][CH2:12][O:13][CH:14]([CH3:16])[CH3:15])=[C:6]([CH:9]=1)[C:7]#[N:8].[F:18][C:19]1[C:24]2[B:25]([OH:28])[O:26][CH2:27][C:23]=2[CH:22]=[C:21]([OH:29])[CH:20]=1. (9) Given the product [CH3:1][S:6]([C:20]1[CH:21]=[C:22]2[C:17]([C:16]([C:23]([OH:25])=[O:24])=[CH:15][NH:14][C:13]2=[O:12])=[CH:18][CH:19]=1)(=[O:9])=[O:7], predict the reactants needed to synthesize it. The reactants are: [C:1](=O)(O)[O-].[Na+].[S:6]([O-:9])([O-])=[O:7].[Na+].[Na+].[O:12]=[C:13]1[C:22]2[C:17](=[CH:18][CH:19]=[CH:20][CH:21]=2)[C:16]([C:23]([OH:25])=[O:24])=[CH:15][NH:14]1.Cl. (10) Given the product [C:46]1([C:42]2[CH:43]=[CH:44][C:45]3[N:33]([C:28]4[CH:27]=[CH:26][C:25]5[NH:24][C:23]6[C:31]([C:30]=5[CH:29]=4)=[CH:32][C:20]([N:11]4[C:10]5[CH:9]=[CH:8][C:7]([C:1]7[CH:2]=[CH:3][CH:4]=[CH:5][CH:6]=7)=[CH:19][C:18]=5[C:17]5[C:12]4=[CH:13][CH:14]=[CH:15][CH:16]=5)=[CH:21][CH:22]=6)[C:34]4[C:39]([C:40]=3[CH:41]=2)=[CH:38][CH:37]=[CH:36][CH:35]=4)[CH:51]=[CH:50][CH:49]=[CH:48][CH:47]=1, predict the reactants needed to synthesize it. The reactants are: [C:1]1([C:7]2[CH:8]=[CH:9][C:10]3[N:11]([C:20]4[CH:21]=[CH:22][C:23]5[N:24](S(C6C=CC=CC=6)(=O)=O)[C:25]6[C:30]([C:31]=5[CH:32]=4)=[CH:29][C:28]([N:33]4[C:45]5[CH:44]=[CH:43][C:42]([C:46]7[CH:51]=[CH:50][CH:49]=[CH:48][CH:47]=7)=[CH:41][C:40]=5[C:39]5[C:34]4=[CH:35][CH:36]=[CH:37][CH:38]=5)=[CH:27][CH:26]=6)[C:12]4[C:17]([C:18]=3[CH:19]=2)=[CH:16][CH:15]=[CH:14][CH:13]=4)[CH:6]=[CH:5][CH:4]=[CH:3][CH:2]=1.[OH-].[K+].Cl.